This data is from Reaction yield outcomes from USPTO patents with 853,638 reactions. The task is: Predict the reaction yield, written as a fraction of the theoretical maximum amount of product (1.0 means a 100% yield; for example, 0.34 means a 34% yield). (1) The reactants are Br[C:2]1[CH:7]=[CH:6][C:5]([C@@H:8]2[O:13][CH2:12][CH2:11][N:10]([C@@H:14]([C:16]3[CH:21]=[CH:20][CH:19]=[CH:18][CH:17]=3)[CH3:15])[CH2:9]2)=[CH:4][CH:3]=1.C([Li])CCC.[C:27](=[O:29])=[O:28]. The catalyst is O1CCCC1. The product is [C:16]1([C@H:14]([N:10]2[CH2:11][CH2:12][O:13][C@@H:8]([C:5]3[CH:6]=[CH:7][C:2]([C:27]([OH:29])=[O:28])=[CH:3][CH:4]=3)[CH2:9]2)[CH3:15])[CH:21]=[CH:20][CH:19]=[CH:18][CH:17]=1. The yield is 0.980. (2) The reactants are [CH2:1]([O:4][C:5]1[CH:6]=[C:7]([CH:12]=[CH:13][C:14]=1[CH:15]=[CH2:16])[C:8]([O:10][CH3:11])=[O:9])C=C. The catalyst is C(Cl)Cl.C(P(C1CCCCC1)(C1CCCCC1)C1CCCCC1)(P(C1CCCCC1)(C1CCCCC1)C1CCCCC1)C1C=CC=CC=1.Cl[Ru]Cl. The product is [O:4]1[C:5]2[C:14](=[CH:13][CH:12]=[C:7]([C:8]([O:10][CH3:11])=[O:9])[CH:6]=2)[CH:15]=[CH:16][CH2:1]1. The yield is 0.640. (3) The reactants are [CH:1]1([CH2:4][S:5]([CH:8]2[CH2:13][CH2:12][C:11]([CH2:18][NH:19][C:20](=[O:33])[C:21]3[CH:26]=[CH:25][C:24]([C:27]([F:30])([F:29])[F:28])=[N:23][C:22]=3SC)([CH2:14][CH:15]3[CH2:17][CH2:16]3)[CH2:10][CH2:9]2)(=O)=[O:6])[CH2:3][CH2:2]1.O[O:35][S:36]([O-:38])=O.[K+].[C:40](=O)([O-])O.[Na+].[OH2:45]. The catalyst is CC(C)=O. The product is [CH:1]1([CH2:4][S:5]([CH:8]2[CH2:9][CH2:10][C:11]([CH2:18][NH:19][C:20](=[O:33])[C:21]3[CH:26]=[CH:25][C:24]([C:27]([F:30])([F:28])[F:29])=[N:23][C:22]=3[S:36]([CH3:40])(=[O:38])=[O:35])([CH2:14][CH:15]3[CH2:16][CH2:17]3)[CH2:12][CH2:13]2)(=[O:6])=[O:45])[CH2:3][CH2:2]1. The yield is 0.800. (4) The reactants are [Cl:1][C:2]1[C:7]([OH:8])=[C:6]([F:9])[C:5]([CH3:10])=[CH:4][CH:3]=1.[Cl:11][C:12]1[N:17]=[C:16]([C:18]#[N:19])[CH:15]=[C:14]([N+]([O-])=O)[CH:13]=1. No catalyst specified. The product is [Cl:11][C:12]1[N:17]=[C:16]([C:18]#[N:19])[CH:15]=[C:14]([O:8][C:7]2[C:2]([Cl:1])=[CH:3][CH:4]=[C:5]([CH3:10])[C:6]=2[F:9])[CH:13]=1. The yield is 0.880. (5) The reactants are C([O:9][CH:10]([C:27]([NH:29][C@@H:30]([C:32]1[CH:37]=[CH:36][CH:35]=[CH:34][CH:33]=1)[CH3:31])=[O:28])[C@@H:11]([NH:16]C(OCC1C=CC=CC=1)=O)[CH2:12][CH2:13][CH2:14][CH3:15])(=O)C1C=CC=CC=1.[OH-].[Na+]. The catalyst is O1CCOCC1.O. The product is [NH2:16][C@@H:11]([CH2:12][CH2:13][CH2:14][CH3:15])[CH:10]([OH:9])[C:27]([NH:29][C@@H:30]([C:32]1[CH:33]=[CH:34][CH:35]=[CH:36][CH:37]=1)[CH3:31])=[O:28]. The yield is 0.950. (6) The reactants are C(C1C=C(NC2N=C(NC3C=CC=C(C(O)=O)C=3)C(F)=CN=2)C=CC=1)(O)=O.[CH3:28][O:29][C:30]1[CH:31]=[C:32]([NH:40][C:41]2[N:46]=[C:45]([NH:47][C:48]3[CH:53]=[CH:52][C:51]([C:54]([O:56]C)=[O:55])=[C:50]([O:58][CH3:59])[CH:49]=3)[C:44]([F:60])=[CH:43][N:42]=2)[CH:33]=[CH:34][C:35]=1[C:36]([O:38]C)=[O:37].[OH-].[Na+]. No catalyst specified. The product is [C:36]([C:35]1[CH:34]=[CH:33][C:32]([NH:40][C:41]2[N:46]=[C:45]([NH:47][C:48]3[CH:53]=[CH:52][C:51]([C:54]([OH:56])=[O:55])=[C:50]([O:58][CH3:59])[CH:49]=3)[C:44]([F:60])=[CH:43][N:42]=2)=[CH:31][C:30]=1[O:29][CH3:28])([OH:38])=[O:37]. The yield is 0.640.